This data is from Forward reaction prediction with 1.9M reactions from USPTO patents (1976-2016). The task is: Predict the product of the given reaction. Given the reactants [NH:1]1[C:5]2[CH:6]=[CH:7][CH:8]=[CH:9][C:4]=2[N:3]=[C:2]1[CH2:10][C:11]1[CH:20]=[CH:19][C:14]([C:15]([O:17][CH3:18])=[O:16])=[CH:13][CH:12]=1.[C:21](=O)([O-])[O-].[K+].[K+].CI, predict the reaction product. The product is: [CH3:21][N:1]1[C:5]2[CH:6]=[CH:7][CH:8]=[CH:9][C:4]=2[N:3]=[C:2]1[CH2:10][C:11]1[CH:20]=[CH:19][C:14]([C:15]([O:17][CH3:18])=[O:16])=[CH:13][CH:12]=1.